From a dataset of Reaction yield outcomes from USPTO patents with 853,638 reactions. Predict the reaction yield, written as a fraction of the theoretical maximum amount of product (1.0 means a 100% yield; for example, 0.34 means a 34% yield). (1) The reactants are [CH:1]1([NH:4][C:5](=[O:15])[C:6]2[CH:11]=[C:10]([C:12]#[N:13])[CH:9]=[CH:8][C:7]=2[OH:14])[CH2:3][CH2:2]1.[N+](C1C=C(S(O[CH2:29][C@@H:30]2[CH2:32][O:31]2)(=O)=O)C=CC=1)([O-])=O.C([O-])([O-])=O.[K+].[K+]. The catalyst is CC(=O)CC. The product is [C:12]([C:10]1[CH:9]=[CH:8][C:7]([O:14][CH2:29][C@@H:30]2[CH2:32][O:31]2)=[C:6]([CH:11]=1)[C:5]([NH:4][CH:1]1[CH2:3][CH2:2]1)=[O:15])#[N:13]. The yield is 0.970. (2) The reactants are [NH2:1][C:2]1[C:3]([C:9]([NH:11][C@H:12]([C:14]2[CH:19]=[CH:18][C:17]([F:20])=[C:16]([F:21])[CH:15]=2)[CH3:13])=[O:10])=[N:4][C:5](Br)=[CH:6][N:7]=1.[C:22]([Cu])#[N:23]. The catalyst is CC(N(C)C)=O.CCOC(C)=O. The product is [NH2:1][C:2]1[C:3]([C:9]([NH:11][C@H:12]([C:14]2[CH:19]=[CH:18][C:17]([F:20])=[C:16]([F:21])[CH:15]=2)[CH3:13])=[O:10])=[N:4][C:5]([C:22]#[N:23])=[CH:6][N:7]=1. The yield is 0.450. (3) The product is [CH3:10][C:2]1[CH:7]=[CH:6][C:5]2[NH:8][C:19]3[CH2:20][CH2:21][N:16]([C:11]([O:13][CH2:14][CH3:15])=[O:12])[CH2:17][C:18]=3[C:4]=2[CH:3]=1. The yield is 0.860. The catalyst is CCO. The reactants are Cl.[C:2]1([CH3:10])[CH:7]=[CH:6][C:5]([NH:8]N)=[CH:4][CH:3]=1.[C:11]([N:16]1[CH2:21][CH2:20][C:19](=O)[CH2:18][CH2:17]1)([O:13][CH2:14][CH3:15])=[O:12]. (4) The reactants are [NH:1]1[C:9]2[C:4](=[CH:5][CH:6]=[C:7]([C:10]([OH:12])=O)[CH:8]=2)[CH:3]=[CH:2]1.C(N1C=CN=C1)(N1C=CN=C1)=O.Cl.[CH3:26][O:27][NH:28][CH3:29]. The catalyst is C1COCC1. The product is [CH3:26][O:27][N:28]([CH3:29])[C:10]([C:7]1[CH:8]=[C:9]2[C:4]([CH:3]=[CH:2][NH:1]2)=[CH:5][CH:6]=1)=[O:12]. The yield is 0.770. (5) The reactants are [CH3:1][C:2]([C:7]1[CH:11]=[C:10]([NH:12][C:13](=[O:26])[C:14]([CH3:25])([S:16]([CH:19]2[CH2:24][CH2:23][O:22][CH2:21][CH2:20]2)(=[O:18])=[O:17])[CH3:15])[O:9][N:8]=1)([CH3:6])[C:3]([OH:5])=[O:4].N12CCCN=C1CCCC[CH2:28]2.CI. No catalyst specified. The product is [CH3:28][O:4][C:3](=[O:5])[C:2]([CH3:1])([C:7]1[CH:11]=[C:10]([NH:12][C:13](=[O:26])[C:14]([CH3:25])([S:16]([CH:19]2[CH2:20][CH2:21][O:22][CH2:23][CH2:24]2)(=[O:18])=[O:17])[CH3:15])[O:9][N:8]=1)[CH3:6]. The yield is 0.790.